Dataset: Forward reaction prediction with 1.9M reactions from USPTO patents (1976-2016). Task: Predict the product of the given reaction. (1) Given the reactants [Br:1][C:2]1[CH:7]=[CH:6][C:5]([C:8]2([CH3:20])[C:13]([CH3:15])([CH3:14])[O:12][C:11](OC)=[N:10][S:9]2(=[O:19])=[O:18])=[CH:4][CH:3]=1.[Si:21]([O:28][CH2:29][CH2:30][C@H:31]([NH2:39])[C:32]1[CH:37]=[CH:36][CH:35]=[CH:34][C:33]=1[F:38])([C:24]([CH3:27])([CH3:26])[CH3:25])([CH3:23])[CH3:22], predict the reaction product. The product is: [Br:1][C:2]1[CH:7]=[CH:6][C:5]([C:8]2([CH3:20])[C:13]([CH3:15])([CH3:14])[O:12][C:11]([NH:39][C@H:31]([C:32]3[CH:37]=[CH:36][CH:35]=[CH:34][C:33]=3[F:38])[CH2:30][CH2:29][O:28][Si:21]([C:24]([CH3:27])([CH3:26])[CH3:25])([CH3:22])[CH3:23])=[N:10][S:9]2(=[O:18])=[O:19])=[CH:4][CH:3]=1. (2) Given the reactants [CH:1]([CH:3]=O)=[O:2].[CH2:5]([NH:7][N:8]=[CH:9][C:10](=[O:12])[CH3:11])[CH3:6], predict the reaction product. The product is: [CH2:5]([N:7]1[CH:11]=[C:10]([OH:12])[C:9]([C:1](=[O:2])[CH3:3])=[N:8]1)[CH3:6]. (3) Given the reactants [Br:1][C:2]1[CH:7]=[CH:6][C:5]([CH2:8][CH2:9][OH:10])=[CH:4][CH:3]=1.C(N(C(C)C)CC)(C)C.Cl[CH2:21][O:22][CH3:23].O, predict the reaction product. The product is: [CH3:21][O:22][CH2:23][O:10][CH2:9][CH2:8][C:5]1[CH:6]=[CH:7][C:2]([Br:1])=[CH:3][CH:4]=1. (4) Given the reactants [CH2:1]([O:8][CH2:9][C@H:10]1[C@H:14]([O:15][Si:16]([C:29]([CH3:32])([CH3:31])[CH3:30])([C:23]2[CH:28]=[CH:27][CH:26]=[CH:25][CH:24]=2)[C:17]2[CH:22]=[CH:21][CH:20]=[CH:19][CH:18]=2)[CH2:13][C:12](=[CH:33][C:34]#[N:35])[CH2:11]1)[C:2]1[CH:7]=[CH:6][CH:5]=[CH:4][CH:3]=1, predict the reaction product. The product is: [CH2:1]([O:8][CH2:9][C@H:10]1[C@H:14]([O:15][Si:16]([C:29]([CH3:30])([CH3:32])[CH3:31])([C:23]2[CH:24]=[CH:25][CH:26]=[CH:27][CH:28]=2)[C:17]2[CH:18]=[CH:19][CH:20]=[CH:21][CH:22]=2)[CH2:13][CH:12]([CH2:33][C:34]#[N:35])[CH2:11]1)[C:2]1[CH:7]=[CH:6][CH:5]=[CH:4][CH:3]=1.